Dataset: Forward reaction prediction with 1.9M reactions from USPTO patents (1976-2016). Task: Predict the product of the given reaction. (1) Given the reactants C1CCN2C(=NCCC2)CC1.[C:12](#[N:16])[CH2:13][C:14]#[N:15].Br[C:18]([C:25]1[N:29]=[C:28]([CH3:30])[O:27][N:26]=1)([CH3:24])[C:19]([O:21][CH2:22][CH3:23])=[O:20], predict the reaction product. The product is: [C:14]([CH:13]([C:12]#[N:16])[C:18]([CH3:24])([C:25]1[N:29]=[C:28]([CH3:30])[O:27][N:26]=1)[C:19]([O:21][CH2:22][CH3:23])=[O:20])#[N:15]. (2) Given the reactants C(O[C:4]([C:6]1[CH:7]=[N:8][C:9]2[C:14]([C:15]=1[NH:16][CH:17]1[CH2:22][CH2:21][CH:20]([CH3:23])[CH2:19][CH2:18]1)=[CH:13][CH:12]=[CH:11][C:10]=2[O:24][CH3:25])=[O:5])C.[Cl:26][C:27]1[CH:32]=[CH:31][C:30]([N:33]=[C:34]=[O:35])=[CH:29][CH:28]=1, predict the reaction product. The product is: [Cl:26][C:27]1[CH:32]=[CH:31][C:30]([N:33]2[C:4](=[O:5])[C:6]3[CH:7]=[N:8][C:9]4[C:10]([O:24][CH3:25])=[CH:11][CH:12]=[CH:13][C:14]=4[C:15]=3[N:16]([CH:17]3[CH2:18][CH2:19][CH:20]([CH3:23])[CH2:21][CH2:22]3)[C:34]2=[O:35])=[CH:29][CH:28]=1.